Dataset: Full USPTO retrosynthesis dataset with 1.9M reactions from patents (1976-2016). Task: Predict the reactants needed to synthesize the given product. (1) Given the product [N+:1]([C:4]1[CH:8]=[CH:7][N:6]([CH2:15][CH:16]([OH:17])[CH3:18])[N:5]=1)([O-:3])=[O:2], predict the reactants needed to synthesize it. The reactants are: [N+:1]([C:4]1[CH:8]=[CH:7][NH:6][N:5]=1)([O-:3])=[O:2].C(=O)([O-])[O-].[K+].[K+].[CH3:15][CH:16]1[CH2:18][O:17]1. (2) Given the product [Br:1][C:2]1[CH:3]=[C:4]([Cl:11])[C:5]([F:10])=[C:6]([CH:9]=1)[CH2:7][NH2:8], predict the reactants needed to synthesize it. The reactants are: [Br:1][C:2]1[CH:3]=[C:4]([Cl:11])[C:5]([F:10])=[C:6]([CH:9]=1)[C:7]#[N:8].Cl. (3) Given the product [F:10][C:11]1[CH:12]=[C:13]([N:24]2[CH2:28][C@H:27]([CH2:29][NH:30][C:31](=[O:33])[CH2:32][CH3:1])[O:26][C:25]2=[O:34])[CH:14]=[C:15]2[C:19]=1[N:18]([CH2:20][CH2:21][CH3:22])[C:17](=[O:23])[CH2:16]2, predict the reactants needed to synthesize it. The reactants are: [C:1](OC(=O)CC)(=O)CC.[F:10][C:11]1[CH:12]=[C:13]([N:24]2[CH2:28][C@H:27]([CH2:29][NH:30][C:31](=[O:33])[CH3:32])[O:26][C:25]2=[O:34])[CH:14]=[C:15]2[C:19]=1[N:18]([CH2:20][CH2:21][CH3:22])[C:17](=[O:23])[CH2:16]2.C(N(C(C)C)CC)(C)C. (4) Given the product [C:14]([NH:7][C:1]1[CH:6]=[CH:5][CH:4]=[CH:3][CH:2]=1)(=[O:21])[C:15]1[CH:20]=[CH:19][CH:18]=[CH:17][CH:16]=1, predict the reactants needed to synthesize it. The reactants are: [C:1]1([NH:7]C2C=CC=CC=2)[CH:6]=[CH:5][CH:4]=[CH:3][CH:2]=1.[C:14](Cl)(=[O:21])[C:15]1[CH:20]=[CH:19][CH:18]=[CH:17][CH:16]=1. (5) Given the product [O:1]=[C:2]1[C:10]2([C:14]3=[CH:15][C:16]4[O:20][CH2:19][O:18][C:17]=4[CH:21]=[C:13]3[O:12][CH2:11]2)[C:9]2[C:4](=[CH:5][CH:6]=[CH:7][CH:8]=2)[N:3]1[CH2:22][C:23]1[CH:32]=[CH:31][CH:30]=[CH:29][C:24]=1[C:25]([OH:27])=[O:26], predict the reactants needed to synthesize it. The reactants are: [O:1]=[C:2]1[C:10]2([C:14]3=[CH:15][C:16]4[O:20][CH2:19][O:18][C:17]=4[CH:21]=[C:13]3[O:12][CH2:11]2)[C:9]2[C:4](=[CH:5][CH:6]=[CH:7][CH:8]=2)[N:3]1[CH2:22][C:23]1[CH:32]=[CH:31][CH:30]=[CH:29][C:24]=1[C:25]([O:27]C)=[O:26].O.[OH-].[Li+]. (6) Given the product [C:1]([O:5][C:6](=[O:7])[NH:8][CH2:9][CH2:10][C:11]([N:63]1[CH2:64][CH2:65][N:60]([C:58]([C:57]2[C:52]([O:51][C:50]3[CH:49]=[CH:48][C:47]([C:45]#[N:46])=[CH:76][CH:75]=3)=[N:53][C:54]([O:66][C:67]3[CH:68]=[CH:69][C:70]([C:73]#[N:74])=[CH:71][CH:72]=3)=[CH:55][CH:56]=2)=[O:59])[CH2:61][CH2:62]1)=[O:13])([CH3:2])([CH3:3])[CH3:4], predict the reactants needed to synthesize it. The reactants are: [C:1]([O:5][C:6]([NH:8][CH2:9][CH2:10][C:11]([OH:13])=O)=[O:7])([CH3:4])([CH3:3])[CH3:2].Cl.C(N=C=NCCCN(C)C)C.OC1C2N=NNC=2C=CC=1.C(N(CC)C(C)C)(C)C.[C:45]([C:47]1[CH:76]=[CH:75][C:50]([O:51][C:52]2[C:57]([C:58]([N:60]3[CH2:65][CH2:64][NH:63][CH2:62][CH2:61]3)=[O:59])=[CH:56][CH:55]=[C:54]([O:66][C:67]3[CH:72]=[CH:71][C:70]([C:73]#[N:74])=[CH:69][CH:68]=3)[N:53]=2)=[CH:49][CH:48]=1)#[N:46]. (7) Given the product [NH2:1][C:2]1[CH:11]=[CH:10][CH:9]=[C:8]2[C:3]=1[CH2:4][CH2:5][N:6]([CH2:13][CH3:14])[CH2:7]2, predict the reactants needed to synthesize it. The reactants are: [NH2:1][C:2]1[CH:11]=[CH:10][CH:9]=[C:8]2[C:3]=1[CH:4]=[CH:5][N:6]=[CH:7]2.I[CH2:13][CH3:14].[BH4-].[Na+].